This data is from Full USPTO retrosynthesis dataset with 1.9M reactions from patents (1976-2016). The task is: Predict the reactants needed to synthesize the given product. (1) Given the product [CH2:1]([C:5]1[N:6]=[C:7]([CH3:37])[N:8]([CH2:31][C:32]([OH:34])=[O:33])[C:9](=[O:30])[C:10]=1[CH2:11][C:12]1[CH:13]=[CH:14][C:15]([C:18]2[CH:23]=[CH:22][CH:21]=[CH:20][C:19]=2[C:24]2[NH:28][C:27](=[O:29])[O:26][N:25]=2)=[CH:16][CH:17]=1)[CH2:2][CH2:3][CH3:4], predict the reactants needed to synthesize it. The reactants are: [CH2:1]([C:5]1[N:6]=[C:7]([CH3:37])[N:8]([CH2:31][C:32]([O:34]CC)=[O:33])[C:9](=[O:30])[C:10]=1[CH2:11][C:12]1[CH:17]=[CH:16][C:15]([C:18]2[CH:23]=[CH:22][CH:21]=[CH:20][C:19]=2[C:24]2[NH:28][C:27](=[O:29])[O:26][N:25]=2)=[CH:14][CH:13]=1)[CH2:2][CH2:3][CH3:4].[OH-].[Na+].O1CCCC1.Cl. (2) Given the product [CH3:16][C@H:3]([CH2:2][N:29]1[CH:24]2[CH2:25][CH2:26][CH:27]1[CH2:28][CH:22]([CH2:17][CH2:18][CH2:19][CH2:20][CH3:21])[CH2:23]2)[CH2:4][N:5]1[C:14]2[C:9](=[CH:10][CH:11]=[CH:12][CH:13]=2)[CH2:8][CH2:7][C:6]1=[O:15], predict the reactants needed to synthesize it. The reactants are: I[CH2:2][C@@H:3]([CH3:16])[CH2:4][N:5]1[C:14]2[C:9](=[CH:10][CH:11]=[CH:12][CH:13]=2)[CH2:8][CH2:7][C:6]1=[O:15].[CH2:17]([CH:22]1[CH2:28][CH:27]2[NH:29][CH:24]([CH2:25][CH2:26]2)[CH2:23]1)[CH2:18][CH2:19][CH2:20][CH3:21]. (3) Given the product [Cl:14][C:7]1[CH:8]=[C:3]([S:2]([F:10])([F:11])([F:12])([F:13])[F:1])[CH:4]=[CH:5][C:6]=1[OH:9], predict the reactants needed to synthesize it. The reactants are: [F:1][S:2]([F:13])([F:12])([F:11])([F:10])[C:3]1[CH:8]=[CH:7][C:6]([OH:9])=[CH:5][CH:4]=1.[Cl:14]Cl. (4) Given the product [NH2:11][C:10]1[CH:9]=[CH:8][C:4]([C:5]([OH:7])=[O:6])=[CH:3][C:2]=1[NH:1][C:18]([NH:17][C:15](=[O:16])[C:14]1[CH:20]=[CH:21][C:22]([F:24])=[CH:23][C:13]=1[Cl:12])=[O:19], predict the reactants needed to synthesize it. The reactants are: [NH2:1][C:2]1[CH:3]=[C:4]([CH:8]=[CH:9][C:10]=1[NH2:11])[C:5]([OH:7])=[O:6].[Cl:12][C:13]1[CH:23]=[C:22]([F:24])[CH:21]=[CH:20][C:14]=1[C:15]([N:17]=[C:18]=[O:19])=[O:16].ClCCl. (5) Given the product [CH:1]1([C:4]([NH:7][C:8]2[C:13]([C:14]([NH2:15])=[O:18])=[CH:12][N:11]=[C:10]([S:16][CH3:17])[N:9]=2)([CH3:6])[CH3:5])[CH2:3][CH2:2]1, predict the reactants needed to synthesize it. The reactants are: [CH:1]1([C:4]([NH:7][C:8]2[C:13]([C:14]#[N:15])=[CH:12][N:11]=[C:10]([S:16][CH3:17])[N:9]=2)([CH3:6])[CH3:5])[CH2:3][CH2:2]1.[OH:18]O.[OH-].[Na+].O.